From a dataset of Catalyst prediction with 721,799 reactions and 888 catalyst types from USPTO. Predict which catalyst facilitates the given reaction. (1) Reactant: [CH2:1]([N:3]1[C:7]([C:8]([O:10][CH3:11])=[O:9])=[C:6]([N+:12]([O-])=O)[CH:5]=[N:4]1)[CH3:2]. Product: [NH2:12][C:6]1[CH:5]=[N:4][N:3]([CH2:1][CH3:2])[C:7]=1[C:8]([O:10][CH3:11])=[O:9]. The catalyst class is: 19. (2) Reactant: [CH:1]1([N:6]2[CH2:12][C:11]([F:14])([F:13])[C:10](=[O:15])[N:9]([CH3:16])[C:8]3[CH:17]=[N:18][C:19]([NH:21][C:22]4[CH:30]=[CH:29][C:25]([C:26](O)=[O:27])=[CH:24][C:23]=4[O:31][CH3:32])=[N:20][C:7]2=3)[CH2:5][CH2:4][CH2:3][CH2:2]1.C(N(C(C)C)C(C)C)C.[F:42][C:43]([F:53])([F:52])[CH2:44][N:45]1[CH2:50][CH2:49][CH:48]([NH2:51])[CH2:47][CH2:46]1.Cl. Product: [CH:1]1([N:6]2[CH2:12][C:11]([F:14])([F:13])[C:10](=[O:15])[N:9]([CH3:16])[C:8]3[CH:17]=[N:18][C:19]([NH:21][C:22]4[CH:30]=[CH:29][C:25]([C:26]([NH:51][CH:48]5[CH2:49][CH2:50][N:45]([CH2:44][C:43]([F:53])([F:42])[F:52])[CH2:46][CH2:47]5)=[O:27])=[CH:24][C:23]=4[O:31][CH3:32])=[N:20][C:7]2=3)[CH2:2][CH2:3][CH2:4][CH2:5]1. The catalyst class is: 9. (3) Reactant: [C:1]([C:5]1[CH:6]=[CH:7][C:8]([NH:11]C(=O)OC(C)(C)C)=[N:9][CH:10]=1)([CH3:4])([CH3:3])[CH3:2].FC(F)(F)C(O)=O. Product: [C:1]([C:5]1[CH:6]=[CH:7][C:8]([NH2:11])=[N:9][CH:10]=1)([CH3:4])([CH3:2])[CH3:3]. The catalyst class is: 4. (4) Reactant: [CH3:1][O:2][C:3]1[CH:10]=[CH:9][C:8]([CH3:11])=[CH:7][C:4]=1[C:5]#[N:6]. Product: [CH3:1][O:2][C:3]1[CH:10]=[CH:9][C:8]([CH3:11])=[CH:7][C:4]=1[CH2:5][NH2:6]. The catalyst class is: 7. (5) Reactant: C(O)(=O)C.C[Si](N[Si](C)(C)C)(C)C.[I:14][C:15]1[S:19][C:18]([C:20](=O)[CH3:21])=[CH:17][C:16]=1[CH3:23].[C:24]([CH2:26][C:27]([O:29][CH2:30][CH3:31])=[O:28])#[N:25]. Product: [CH2:30]([O:29][C:27](=[O:28])[C:26]([C:24]#[N:25])=[C:20]([C:18]1[S:19][C:15]([I:14])=[C:16]([CH3:23])[CH:17]=1)[CH3:21])[CH3:31]. The catalyst class is: 25. (6) Reactant: [CH:1]1([CH2:6][C@H:7]([N:11]2[CH2:19][C:18]3[C:13](=[CH:14][CH:15]=[CH:16][C:17]=3[C:20]([F:23])([F:22])[F:21])[C:12]2=[O:24])[C:8](O)=[O:9])[CH2:5][CH2:4][CH2:3][CH2:2]1.C(Cl)(=O)C(Cl)=O.[CH3:31][N:32]1[CH:36]=[CH:35][C:34]([NH2:37])=[N:33]1.N1C(C)=CC=CC=1C. Product: [CH:1]1([CH2:6][C@H:7]([N:11]2[CH2:19][C:18]3[C:13](=[CH:14][CH:15]=[CH:16][C:17]=3[C:20]([F:22])([F:21])[F:23])[C:12]2=[O:24])[C:8]([NH:37][C:34]2[CH:35]=[CH:36][N:32]([CH3:31])[N:33]=2)=[O:9])[CH2:5][CH2:4][CH2:3][CH2:2]1. The catalyst class is: 306.